Task: Predict the product of the given reaction.. Dataset: Forward reaction prediction with 1.9M reactions from USPTO patents (1976-2016) (1) Given the reactants [NH2:1][C@@H:2]([CH3:5])[CH2:3][OH:4].[CH3:6][C:7]1[CH:12]=[C:11]([CH3:13])[CH:10]=[C:9]([N+:14]([O-:16])=[O:15])[C:8]=1[S:17](Cl)(=[O:19])=[O:18].C(N(CC)CC)C, predict the reaction product. The product is: [OH:4][CH2:3][C@@H:2]([NH:1][S:17]([C:8]1[C:9]([N+:14]([O-:16])=[O:15])=[CH:10][C:11]([CH3:13])=[CH:12][C:7]=1[CH3:6])(=[O:18])=[O:19])[CH3:5]. (2) Given the reactants NC1C=CC=CC=1.[CH3:8][C:9]1[CH:14]=[C:13]([CH3:15])[CH:12]=[CH:11][C:10]=1[N:16]=[CH:17][C:18]([O:20][CH2:21][CH3:22])=[O:19].S([CH2:33][N+:34]#[C-:35])(C1C=CC(C)=CC=1)(=O)=O.C(=O)([O-])[O-].[K+].[K+], predict the reaction product. The product is: [CH3:8][C:9]1[CH:14]=[C:13]([CH3:15])[CH:12]=[CH:11][C:10]=1[N:16]1[C:17]([C:18]([O:20][CH2:21][CH3:22])=[O:19])=[CH:35][N:34]=[CH:33]1. (3) Given the reactants [Br:1][C:2]1[C:3]([Cl:20])=[C:4]([O:10][C:11]2[CH:12]=[C:13]([CH:16]=[C:17]([Cl:19])[CH:18]=2)[C:14]#[N:15])[C:5]([F:9])=[C:6]([CH3:8])[CH:7]=1.C1C(=O)N([Br:28])C(=O)C1, predict the reaction product. The product is: [Br:1][C:2]1[C:3]([Cl:20])=[C:4]([O:10][C:11]2[CH:12]=[C:13]([CH:16]=[C:17]([Cl:19])[CH:18]=2)[C:14]#[N:15])[C:5]([F:9])=[C:6]([CH2:8][Br:28])[CH:7]=1. (4) Given the reactants [C:1]([O:5][C:6]([N:8]1[CH2:12][CH2:11][CH2:10][C@H:9]1[CH2:13][NH:14][C:15]1[CH:20]=[CH:19][C:18](/[CH:21]=[CH:22]/[C:23]([OH:25])=O)=[CH:17][C:16]=1[O:26][C:27]1[CH:32]=[CH:31][C:30]([O:33][CH3:34])=[CH:29][CH:28]=1)=[O:7])([CH3:4])([CH3:3])[CH3:2].[CH2:35]([NH:37][CH2:38][CH3:39])[CH3:36].Cl.CN(C)CCCN=C=NCC.C1C=CC2N(O)N=NC=2C=1, predict the reaction product. The product is: [C:1]([O:5][C:6]([N:8]1[CH2:12][CH2:11][CH2:10][C@H:9]1[CH2:13][NH:14][C:15]1[CH:20]=[CH:19][C:18]([CH:21]=[CH:22][C:23](=[O:25])[N:37]([CH2:38][CH3:39])[CH2:35][CH3:36])=[CH:17][C:16]=1[O:26][C:27]1[CH:28]=[CH:29][C:30]([O:33][CH3:34])=[CH:31][CH:32]=1)=[O:7])([CH3:4])([CH3:3])[CH3:2]. (5) Given the reactants [F:1][C:2]1[C:10]([C:11]#[N:12])=[C:6]2[CH:7]=[CH:8][O:9][C:5]2=[CH:4][CH:3]=1, predict the reaction product. The product is: [F:1][C:2]1[CH:3]=[CH:4][C:5]2[O:9][CH:8]=[CH:7][C:6]=2[C:10]=1[CH2:11][NH2:12]. (6) Given the reactants [Br:1][C:2]1[CH:3]=[CH:4][C:5]([S:8][CH3:9])=[N:6][CH:7]=1.[OH2:10].[OH2:11].O.O.O.O.C(O[O-])(=O)C1C(=CC=CC=1)C([O-])=O.[Mg+2], predict the reaction product. The product is: [Br:1][C:2]1[CH:3]=[CH:4][C:5]([S:8]([CH3:9])(=[O:11])=[O:10])=[N:6][CH:7]=1.